Task: Regression. Given a peptide amino acid sequence and an MHC pseudo amino acid sequence, predict their binding affinity value. This is MHC class II binding data.. Dataset: Peptide-MHC class II binding affinity with 134,281 pairs from IEDB (1) The peptide sequence is GKQWQGIRMLDLATYT. The MHC is DRB1_1501 with pseudo-sequence DRB1_1501. The binding affinity (normalized) is 0. (2) The peptide sequence is GIDIFASKNFHLQKN. The MHC is HLA-DQA10501-DQB10201 with pseudo-sequence HLA-DQA10501-DQB10201. The binding affinity (normalized) is 0. (3) The peptide sequence is AYESYKFIPALEAAV. The MHC is HLA-DPA10103-DPB10201 with pseudo-sequence HLA-DPA10103-DPB10201. The binding affinity (normalized) is 0.500.